Dataset: Reaction yield outcomes from USPTO patents with 853,638 reactions. Task: Predict the reaction yield, written as a fraction of the theoretical maximum amount of product (1.0 means a 100% yield; for example, 0.34 means a 34% yield). (1) The reactants are C(Cl)(=O)C(Cl)=O.CS(C)=O.[Cl:11][C:12]1[CH:28]=[C:27]([C:29]([F:32])([F:31])[F:30])[CH:26]=[CH:25][C:13]=1[CH2:14][N:15]1[C:19]([CH2:20][OH:21])=[CH:18][C:17]([CH:22]2[CH2:24][CH2:23]2)=[N:16]1.C(N(CC)CC)C. The catalyst is ClCCl. The product is [Cl:11][C:12]1[CH:28]=[C:27]([C:29]([F:32])([F:30])[F:31])[CH:26]=[CH:25][C:13]=1[CH2:14][N:15]1[C:19]([CH:20]=[O:21])=[CH:18][C:17]([CH:22]2[CH2:23][CH2:24]2)=[N:16]1. The yield is 0.0840. (2) The reactants are C[O:2][C:3](=[O:31])[C@H:4]([CH2:16][C:17]1[CH:22]=[CH:21][C:20]([C:23]2[C:24](=[O:30])[N:25]([CH3:29])[CH:26]=[CH:27][CH:28]=2)=[CH:19][CH:18]=1)[NH:5][C:6]([C:8]1[C:13]([CH3:14])=[CH:12][CH:11]=[CH:10][C:9]=1[Cl:15])=[O:7].[OH-].[Na+]. The yield is 0.710. The product is [Cl:15][C:9]1[CH:10]=[CH:11][CH:12]=[C:13]([CH3:14])[C:8]=1[C:6]([NH:5][C@H:4]([C:3]([OH:31])=[O:2])[CH2:16][C:17]1[CH:22]=[CH:21][C:20]([C:23]2[C:24](=[O:30])[N:25]([CH3:29])[CH:26]=[CH:27][CH:28]=2)=[CH:19][CH:18]=1)=[O:7]. The catalyst is C(O)C.